This data is from Catalyst prediction with 721,799 reactions and 888 catalyst types from USPTO. The task is: Predict which catalyst facilitates the given reaction. (1) Reactant: [CH3:1][O:2][C:3](=[O:25])[CH2:4][CH:5]1[CH2:10][N:9](CC2C=CC=CC=2)[CH2:8][CH2:7][N:6]1CC1C=CC=CC=1.Cl.[C:27]([O:31][C:32]([O:34]N=C(C1C=CC=CC=1)C#N)=O)([CH3:30])([CH3:29])[CH3:28]. Product: [CH3:1][O:2][C:3]([CH2:4][CH:5]1[NH:6][CH2:7][CH2:8][N:9]([C:32]([O:31][C:27]([CH3:28])([CH3:29])[CH3:30])=[O:34])[CH2:10]1)=[O:25]. The catalyst class is: 5. (2) Reactant: [NH2:1][C@@H:2]1[C@H:7]2[CH2:8][C@H:4]([CH2:5][C@@H:6]2[N:9](CC2C=CC=CC=2)[C:10](=[O:19])[O:11][CH2:12][C:13]2[CH:18]=[CH:17][CH:16]=[CH:15][CH:14]=2)[CH2:3]1.Cl[C:28]([O:30][CH2:31][C:32]1[CH:37]=[CH:36][CH:35]=[CH:34][CH:33]=1)=[O:29].C(N(CC)C(C)C)(C)C. Product: [CH:7]12[CH2:8][CH:4]([CH2:5][C@@H:6]1[NH:9][C:10](=[O:19])[O:11][CH2:12][C:13]1[CH:14]=[CH:15][CH:16]=[CH:17][CH:18]=1)[CH2:3][C@@H:2]2[NH:1][C:28](=[O:29])[O:30][CH2:31][C:32]1[CH:37]=[CH:36][CH:35]=[CH:34][CH:33]=1. The catalyst class is: 50.